From a dataset of NCI-60 drug combinations with 297,098 pairs across 59 cell lines. Regression. Given two drug SMILES strings and cell line genomic features, predict the synergy score measuring deviation from expected non-interaction effect. (1) Drug 1: C1=CC(=CC=C1CCC2=CNC3=C2C(=O)NC(=N3)N)C(=O)NC(CCC(=O)O)C(=O)O. Drug 2: CNC(=O)C1=NC=CC(=C1)OC2=CC=C(C=C2)NC(=O)NC3=CC(=C(C=C3)Cl)C(F)(F)F. Cell line: IGROV1. Synergy scores: CSS=31.1, Synergy_ZIP=-10.9, Synergy_Bliss=-0.518, Synergy_Loewe=-16.9, Synergy_HSA=0.520. (2) Drug 1: CNC(=O)C1=CC=CC=C1SC2=CC3=C(C=C2)C(=NN3)C=CC4=CC=CC=N4. Drug 2: CC1=C(C(CCC1)(C)C)C=CC(=CC=CC(=CC(=O)O)C)C. Cell line: HCT116. Synergy scores: CSS=5.82, Synergy_ZIP=-2.89, Synergy_Bliss=-3.59, Synergy_Loewe=-6.87, Synergy_HSA=-4.03. (3) Drug 1: CC1=C(N=C(N=C1N)C(CC(=O)N)NCC(C(=O)N)N)C(=O)NC(C(C2=CN=CN2)OC3C(C(C(C(O3)CO)O)O)OC4C(C(C(C(O4)CO)O)OC(=O)N)O)C(=O)NC(C)C(C(C)C(=O)NC(C(C)O)C(=O)NCCC5=NC(=CS5)C6=NC(=CS6)C(=O)NCCC[S+](C)C)O. Drug 2: C1CN(P(=O)(OC1)NCCCl)CCCl. Cell line: TK-10. Synergy scores: CSS=21.1, Synergy_ZIP=-2.62, Synergy_Bliss=0.581, Synergy_Loewe=-8.06, Synergy_HSA=2.79. (4) Drug 1: CC1=C(C(=CC=C1)Cl)NC(=O)C2=CN=C(S2)NC3=CC(=NC(=N3)C)N4CCN(CC4)CCO. Drug 2: C1=CC=C(C(=C1)C(C2=CC=C(C=C2)Cl)C(Cl)Cl)Cl. Cell line: A549. Synergy scores: CSS=7.56, Synergy_ZIP=-2.38, Synergy_Bliss=0.742, Synergy_Loewe=-2.30, Synergy_HSA=-2.13. (5) Drug 1: C1C(C(OC1N2C=C(C(=O)NC2=O)F)CO)O. Drug 2: CC1=C(C=C(C=C1)NC(=O)C2=CC=C(C=C2)CN3CCN(CC3)C)NC4=NC=CC(=N4)C5=CN=CC=C5. Cell line: ACHN. Synergy scores: CSS=22.6, Synergy_ZIP=-2.37, Synergy_Bliss=-2.57, Synergy_Loewe=-35.9, Synergy_HSA=-3.26. (6) Drug 1: C1CCC(CC1)NC(=O)N(CCCl)N=O. Drug 2: CC1=CC=C(C=C1)C2=CC(=NN2C3=CC=C(C=C3)S(=O)(=O)N)C(F)(F)F. Cell line: HCT116. Synergy scores: CSS=22.6, Synergy_ZIP=5.09, Synergy_Bliss=6.18, Synergy_Loewe=5.07, Synergy_HSA=9.08. (7) Drug 1: COC1=C(C=C2C(=C1)N=CN=C2NC3=CC(=C(C=C3)F)Cl)OCCCN4CCOCC4. Drug 2: CN(C(=O)NC(C=O)C(C(C(CO)O)O)O)N=O. Cell line: SNB-19. Synergy scores: CSS=10.4, Synergy_ZIP=-3.01, Synergy_Bliss=1.19, Synergy_Loewe=2.54, Synergy_HSA=2.76. (8) Drug 1: CC=C1C(=O)NC(C(=O)OC2CC(=O)NC(C(=O)NC(CSSCCC=C2)C(=O)N1)C(C)C)C(C)C. Drug 2: CS(=O)(=O)OCCCCOS(=O)(=O)C. Cell line: CAKI-1. Synergy scores: CSS=19.4, Synergy_ZIP=-1.48, Synergy_Bliss=-3.20, Synergy_Loewe=-4.00, Synergy_HSA=-2.24.